From a dataset of Full USPTO retrosynthesis dataset with 1.9M reactions from patents (1976-2016). Predict the reactants needed to synthesize the given product. The reactants are: [C:1]1([CH3:11])[CH:6]=[CH:5][C:4]([S:7]([OH:10])(=[O:9])=[O:8])=[CH:3][CH:2]=1.[CH3:12][O:13][C:14]1[CH:15]=[C:16]2[CH2:25][CH:24]([CH2:26][CH:27]3[CH2:32][CH2:31][N:30]([CH2:33][C:34]4[CH:35]=[CH:36][CH:37]=[CH:38][CH:39]=4)[CH2:29][CH2:28]3)[C:22](=[O:23])[C:17]2=[CH:18][C:19]=1[O:20][CH3:21]. Given the product [CH3:12][O:13][C:14]1[CH:15]=[C:16]2[CH2:25][CH:24]([CH2:26][CH:27]3[CH2:28][CH2:29][N:30]([CH2:33][C:34]4[CH:39]=[CH:38][CH:37]=[CH:36][CH:35]=4)[CH2:31][CH2:32]3)[C:22](=[O:23])[C:17]2=[CH:18][C:19]=1[O:20][CH3:21].[C:1]1([CH3:11])[CH:2]=[CH:3][C:4]([S:7]([O-:10])(=[O:8])=[O:9])=[CH:5][CH:6]=1, predict the reactants needed to synthesize it.